Dataset: NCI-60 drug combinations with 297,098 pairs across 59 cell lines. Task: Regression. Given two drug SMILES strings and cell line genomic features, predict the synergy score measuring deviation from expected non-interaction effect. Synergy scores: CSS=56.5, Synergy_ZIP=-2.08, Synergy_Bliss=-4.62, Synergy_Loewe=-7.01, Synergy_HSA=-0.949. Cell line: SW-620. Drug 1: CC1=C2C(C(=O)C3(C(CC4C(C3C(C(C2(C)C)(CC1OC(=O)C(C(C5=CC=CC=C5)NC(=O)C6=CC=CC=C6)O)O)OC(=O)C7=CC=CC=C7)(CO4)OC(=O)C)O)C)OC(=O)C. Drug 2: CC(C)CN1C=NC2=C1C3=CC=CC=C3N=C2N.